Dataset: NCI-60 drug combinations with 297,098 pairs across 59 cell lines. Task: Regression. Given two drug SMILES strings and cell line genomic features, predict the synergy score measuring deviation from expected non-interaction effect. (1) Drug 1: CC1OCC2C(O1)C(C(C(O2)OC3C4COC(=O)C4C(C5=CC6=C(C=C35)OCO6)C7=CC(=C(C(=C7)OC)O)OC)O)O. Drug 2: N.N.Cl[Pt+2]Cl. Cell line: U251. Synergy scores: CSS=51.3, Synergy_ZIP=-0.773, Synergy_Bliss=0.701, Synergy_Loewe=-14.5, Synergy_HSA=1.87. (2) Drug 1: CN1C2=C(C=C(C=C2)N(CCCl)CCCl)N=C1CCCC(=O)O.Cl. Drug 2: CC(C)(C#N)C1=CC(=CC(=C1)CN2C=NC=N2)C(C)(C)C#N. Cell line: IGROV1. Synergy scores: CSS=0.341, Synergy_ZIP=-0.620, Synergy_Bliss=-1.88, Synergy_Loewe=-1.02, Synergy_HSA=-1.85. (3) Drug 1: CC1C(C(CC(O1)OC2CC(CC3=C2C(=C4C(=C3O)C(=O)C5=C(C4=O)C(=CC=C5)OC)O)(C(=O)CO)O)N)O.Cl. Drug 2: C(CN)CNCCSP(=O)(O)O. Cell line: SN12C. Synergy scores: CSS=-2.32, Synergy_ZIP=1.73, Synergy_Bliss=1.59, Synergy_Loewe=-1.99, Synergy_HSA=-1.46. (4) Drug 1: C1CCN(CC1)CCOC2=CC=C(C=C2)C(=O)C3=C(SC4=C3C=CC(=C4)O)C5=CC=C(C=C5)O. Drug 2: CC1=C(N=C(N=C1N)C(CC(=O)N)NCC(C(=O)N)N)C(=O)NC(C(C2=CN=CN2)OC3C(C(C(C(O3)CO)O)O)OC4C(C(C(C(O4)CO)O)OC(=O)N)O)C(=O)NC(C)C(C(C)C(=O)NC(C(C)O)C(=O)NCCC5=NC(=CS5)C6=NC(=CS6)C(=O)NCCC[S+](C)C)O. Cell line: MDA-MB-231. Synergy scores: CSS=7.27, Synergy_ZIP=-2.80, Synergy_Bliss=-3.61, Synergy_Loewe=-4.97, Synergy_HSA=-3.37. (5) Drug 1: CC(C1=C(C=CC(=C1Cl)F)Cl)OC2=C(N=CC(=C2)C3=CN(N=C3)C4CCNCC4)N. Drug 2: CCN(CC)CCNC(=O)C1=C(NC(=C1C)C=C2C3=C(C=CC(=C3)F)NC2=O)C. Cell line: COLO 205. Synergy scores: CSS=2.41, Synergy_ZIP=4.84, Synergy_Bliss=0.0827, Synergy_Loewe=-5.91, Synergy_HSA=-5.16.